This data is from Forward reaction prediction with 1.9M reactions from USPTO patents (1976-2016). The task is: Predict the product of the given reaction. Given the reactants FC(F)(F)S(O[C:7]1[CH:12]=[CH:11][C:10]([C:13]([CH3:16])([CH3:15])[CH3:14])=[C:9]([F:17])[CH:8]=1)(=O)=O.[CH:20]([Sn](CCCC)(CCCC)CCCC)=[CH2:21].[Li+].[Cl-], predict the reaction product. The product is: [C:13]([C:10]1[CH:11]=[CH:12][C:7]([CH:20]=[CH2:21])=[CH:8][C:9]=1[F:17])([CH3:16])([CH3:15])[CH3:14].